This data is from Full USPTO retrosynthesis dataset with 1.9M reactions from patents (1976-2016). The task is: Predict the reactants needed to synthesize the given product. (1) The reactants are: [Cl:1][C:2]1[N:7]=[C:6]([S:8]([CH3:11])(=O)=O)[N:5]=[C:4]([NH:12][C:13]2[NH:17][N:16]=[C:15]([CH3:18])[CH:14]=2)[CH:3]=1.[CH3:19][C:20]1[CH:29]=[CH:28][C:27]2[C:22](=[CH:23][CH:24]=C(S)[CH:26]=2)[N:21]=1. Given the product [CH3:19][C:20]1[CH:29]=[CH:28][C:27]2[C:22](=[CH:23][CH:24]=[C:11]([S:8][C:6]3[N:5]=[C:4]([NH:12][C:13]4[NH:17][N:16]=[C:15]([CH3:18])[CH:14]=4)[CH:3]=[C:2]([Cl:1])[N:7]=3)[CH:26]=2)[N:21]=1, predict the reactants needed to synthesize it. (2) Given the product [CH3:28][S:29]([O:13][CH2:12][C:9]1([N:8]([CH2:1][C:2]2[CH:3]=[CH:4][CH:5]=[CH:6][CH:7]=2)[CH2:14][C:15]2[CH:20]=[CH:19][CH:18]=[CH:17][CH:16]=2)[CH2:10][CH2:11]1)(=[O:31])=[O:30], predict the reactants needed to synthesize it. The reactants are: [CH2:1]([N:8]([CH2:14][C:15]1[CH:20]=[CH:19][CH:18]=[CH:17][CH:16]=1)[C:9]1([CH2:12][OH:13])[CH2:11][CH2:10]1)[C:2]1[CH:7]=[CH:6][CH:5]=[CH:4][CH:3]=1.C(N(CC)CC)C.[CH3:28][S:29](Cl)(=[O:31])=[O:30]. (3) Given the product [CH3:2][N:1]([CH3:3])[CH2:20][CH2:19][CH2:18][C:7]1[N:6]=[N+:5]([O-:4])[C:10]2[CH:11]=[C:12]3[C:16]([CH2:15][CH2:14][CH2:13]3)=[CH:17][C:9]=2[N:8]=1, predict the reactants needed to synthesize it. The reactants are: [NH:1]([CH3:3])[CH3:2].[O-:4][N+:5]1[C:10]2[CH:11]=[C:12]3[C:16](=[CH:17][C:9]=2[N:8]=[C:7]([CH2:18][CH2:19][CH:20]=O)[N:6]=1)[CH2:15][CH2:14][CH2:13]3.[BH3-]C#N.[Na+].CC(O)=O.